From a dataset of Forward reaction prediction with 1.9M reactions from USPTO patents (1976-2016). Predict the product of the given reaction. (1) Given the reactants C(OC([N:8]1[CH2:24][CH2:23][C@@H:11]2[N:12]([CH3:22])[C:13]3[C:14]([C:20]#[N:21])=[CH:15][C:16](Br)=[CH:17][C:18]=3[C@@H:10]2[CH2:9]1)=O)(C)(C)C.[Br-].[F:26][C:27]1[CH:34]=[CH:33][C:32]([F:35])=[CH:31][C:28]=1[CH2:29][Zn+], predict the reaction product. The product is: [F:26][C:27]1[CH:34]=[CH:33][C:32]([F:35])=[CH:31][C:28]=1[CH2:29][C:16]1[CH:17]=[C:18]2[C:13](=[C:14]([C:20]#[N:21])[CH:15]=1)[N:12]([CH3:22])[C@H:11]1[CH2:23][CH2:24][NH:8][CH2:9][C@@H:10]21. (2) Given the reactants [C:1]([C:4]1[C@@H:9]([C:10]2[CH:15]=[CH:14][C:13]([C:16]#[N:17])=[CH:12][CH:11]=2)[N:8]([CH2:18][C:19](O)=[O:20])[C:7](=[O:22])[N:6]([C:23]2[CH:28]=[CH:27][CH:26]=[C:25]([C:29]([F:32])([F:31])[F:30])[CH:24]=2)[C:5]=1[CH3:33])(=[O:3])[CH3:2].C[N:35](C(ON1N=NC2C=CC=NC1=2)=[N+](C)C)C.F[P-](F)(F)(F)(F)F.[Cl-].[NH4+].C(N(CC)C(C)C)(C)C, predict the reaction product. The product is: [C:1]([C:4]1[C@@H:9]([C:10]2[CH:15]=[CH:14][C:13]([C:16]#[N:17])=[CH:12][CH:11]=2)[N:8]([CH2:18][C:19]([NH2:35])=[O:20])[C:7](=[O:22])[N:6]([C:23]2[CH:28]=[CH:27][CH:26]=[C:25]([C:29]([F:32])([F:31])[F:30])[CH:24]=2)[C:5]=1[CH3:33])(=[O:3])[CH3:2].